This data is from Reaction yield outcomes from USPTO patents with 853,638 reactions. The task is: Predict the reaction yield, written as a fraction of the theoretical maximum amount of product (1.0 means a 100% yield; for example, 0.34 means a 34% yield). (1) The reactants are [CH3:1][N:2]1[CH2:7][CH2:6][CH2:5][C:4]([N+:14]([O-])=O)([C:8]2[CH:13]=[CH:12][N:11]=[CH:10][CH:9]=2)[CH2:3]1. The catalyst is C1COCC1.[Ni]. The product is [CH3:1][N:2]1[CH2:7][CH2:6][CH2:5][C:4]([NH2:14])([C:8]2[CH:13]=[CH:12][N:11]=[CH:10][CH:9]=2)[CH2:3]1. The yield is 0.880. (2) The reactants are C([O:3][C:4]([CH2:6][O:7][C:8]1[CH:13]=[CH:12][CH:11]=[CH:10][C:9]=1[N:14]1[C:20]2[C:21]([CH3:25])=[CH:22][CH:23]=[CH:24][C:19]=2[C:18]([C:26]2[CH:31]=[CH:30][CH:29]=[CH:28][C:27]=2[F:32])=[N:17][C:16]([CH:67]=[C:68]=[O:69])([NH:33][C:34]([NH:36][C:37]2[CH:42]=[CH:41][CH:40]=[C:39]([C:43]3[N:47](C(C4C=CC=CC=4)(C4C=CC=CC=4)C4C=CC=CC=4)[N:46]=[N:45][N:44]=3)[CH:38]=2)=[O:35])[C:15]1=[O:70])=[O:5])C.[OH-].[Na+].Cl.O. The catalyst is COCCOC.C(OCC)(=O)C. The product is [F:32][C:27]1[CH:28]=[CH:29][CH:30]=[CH:31][C:26]=1[C:18]1[C:19]2[CH:24]=[CH:23][CH:22]=[C:21]([CH3:25])[C:20]=2[N:14]([C:9]2[CH:10]=[CH:11][CH:12]=[CH:13][C:8]=2[O:7][CH2:6][C:4]([OH:5])=[O:3])[C:15](=[O:70])[C:16]([CH:67]=[C:68]=[O:69])([NH:33][C:34]([NH:36][C:37]2[CH:42]=[CH:41][CH:40]=[C:39]([C:43]3[NH:47][N:46]=[N:45][N:44]=3)[CH:38]=2)=[O:35])[N:17]=1. The yield is 0.474. (3) The reactants are [CH2:1]([O:3][C:4](=[O:30])[CH2:5][C:6]1[N:7]=[C:8]([NH:11][C:12](=[O:29])[CH:13]([C:20]2[CH:25]=[CH:24][C:23]([N+:26]([O-:28])=[O:27])=[CH:22][CH:21]=2)[CH2:14][CH:15]2[CH2:19][CH2:18][CH2:17][CH2:16]2)[S:9][CH:10]=1)C.S(=O)(=O)(O)O. The catalyst is CO. The product is [CH3:1][O:3][C:4](=[O:30])[CH2:5][C:6]1[N:7]=[C:8]([NH:11][C:12](=[O:29])[CH:13]([C:20]2[CH:25]=[CH:24][C:23]([N+:26]([O-:28])=[O:27])=[CH:22][CH:21]=2)[CH2:14][CH:15]2[CH2:16][CH2:17][CH2:18][CH2:19]2)[S:9][CH:10]=1. The yield is 0.533. (4) The reactants are [NH2:1][C:2]1[N:7]=[CH:6][N:5]=[C:4]2[N:8]([C@@H:12]3[CH2:17][CH2:16][CH2:15][N:14]([C:18]([O:20][C:21]([CH3:24])([CH3:23])[CH3:22])=[O:19])[CH2:13]3)[N:9]=[C:10](I)[C:3]=12.[F:25][C:26]1[CH:31]=[C:30]([O:32][C:33]2[CH:38]=[CH:37][CH:36]=[CH:35][CH:34]=2)[CH:29]=[CH:28][C:27]=1B(O)O.C(=O)([O-])[O-].[Na+].[Na+].COCCOC. The catalyst is C1C=CC([P]([Pd]([P](C2C=CC=CC=2)(C2C=CC=CC=2)C2C=CC=CC=2)([P](C2C=CC=CC=2)(C2C=CC=CC=2)C2C=CC=CC=2)[P](C2C=CC=CC=2)(C2C=CC=CC=2)C2C=CC=CC=2)(C2C=CC=CC=2)C2C=CC=CC=2)=CC=1.O. The product is [NH2:1][C:2]1[N:7]=[CH:6][N:5]=[C:4]2[N:8]([C@@H:12]3[CH2:17][CH2:16][CH2:15][N:14]([C:18]([O:20][C:21]([CH3:24])([CH3:23])[CH3:22])=[O:19])[CH2:13]3)[N:9]=[C:10]([C:27]3[CH:28]=[CH:29][C:30]([O:32][C:33]4[CH:38]=[CH:37][CH:36]=[CH:35][CH:34]=4)=[CH:31][C:26]=3[F:25])[C:3]=12. The yield is 0.700. (5) The reactants are [NH2:1][C:2]1[CH:7]=[CH:6][CH:5]=[C:4](Br)[N:3]=1.[S:9]1[CH:13]=[CH:12][C:11](B(O)O)=[CH:10]1.P([O-])([O-])([O-])=O.[K+].[K+].[K+]. The catalyst is O1CCOCC1.C1C=CC(P(C2C=CC=CC=2)[C-]2C=CC=C2)=CC=1.C1C=CC(P(C2C=CC=CC=2)[C-]2C=CC=C2)=CC=1.Cl[Pd]Cl.[Fe+2]. The product is [S:9]1[CH:13]=[CH:12][C:11]([C:4]2[N:3]=[C:2]([NH2:1])[CH:7]=[CH:6][CH:5]=2)=[CH:10]1. The yield is 0.730.